This data is from Full USPTO retrosynthesis dataset with 1.9M reactions from patents (1976-2016). The task is: Predict the reactants needed to synthesize the given product. (1) The reactants are: [Br:1]Br.[F:3][C:4]1[CH:13]=[C:12]2[C:7]([CH:8]=[CH:9][N:10](C)[C:11]2=[O:14])=[CH:6][CH:5]=1.O. Given the product [Br:1][C:8]1[C:7]2[C:12](=[CH:13][C:4]([F:3])=[CH:5][CH:6]=2)[C:11](=[O:14])[NH:10][CH:9]=1, predict the reactants needed to synthesize it. (2) Given the product [Cl:10][C:11]1[CH:16]=[CH:15][C:14]([O:17][CH2:4][CH2:3][O:2][CH3:1])=[CH:13][C:12]=1[B:18]1[O:22][C:21]([CH3:24])([CH3:23])[C:20]([CH3:26])([CH3:25])[O:19]1, predict the reactants needed to synthesize it. The reactants are: [CH3:1][O:2][CH2:3][CH2:4]OS(C)(=O)=O.[Cl:10][C:11]1[CH:16]=[CH:15][C:14]([OH:17])=[CH:13][C:12]=1[B:18]1[O:22][C:21]([CH3:24])([CH3:23])[C:20]([CH3:26])([CH3:25])[O:19]1.C(=O)([O-])[O-].[K+].[K+]. (3) Given the product [O:25]1[CH2:30][CH2:29][O:28][C:27]2[CH:31]=[C:32]([C:2]3[N:7]4[N:8]=[C:9]([CH3:11])[CH:10]=[C:6]4[N:5]=[C:4]([NH:12][C:13](=[O:24])[C:14]4[CH:19]=[CH:18][C:17]([C:20]([OH:23])([CH3:22])[CH3:21])=[CH:16][CH:15]=4)[CH:3]=3)[CH:33]=[CH:34][C:26]1=2, predict the reactants needed to synthesize it. The reactants are: Cl[C:2]1[N:7]2[N:8]=[C:9]([CH3:11])[CH:10]=[C:6]2[N:5]=[C:4]([NH:12][C:13](=[O:24])[C:14]2[CH:19]=[CH:18][C:17]([C:20]([OH:23])([CH3:22])[CH3:21])=[CH:16][CH:15]=2)[CH:3]=1.[O:25]1[CH2:30][CH2:29][O:28][C:27]2[CH:31]=[C:32](B(O)O)[CH:33]=[CH:34][C:26]1=2.O1CCOCC1. (4) Given the product [Cl:10][C:11]1[CH:12]=[C:13]([C:17]2[C:22]3[N:23]([CH2:33][C@H:34]4[CH2:39][CH2:38][C@H:37]([CH3:40])[CH2:36][CH2:35]4)[C:24]([N:26]4[CH2:30][CH2:29][CH2:28][C@H:27]4[CH2:31][F:32])=[N:25][C:21]=3[CH:20]=[C:19]([C:41](=[N:2][OH:3])[NH2:42])[N:18]=2)[CH:14]=[N:15][CH:16]=1, predict the reactants needed to synthesize it. The reactants are: Cl.[NH2:2][OH:3].C(=O)(O)[O-].[Na+].O.[Cl:10][C:11]1[CH:12]=[C:13]([C:17]2[C:22]3[N:23]([CH2:33][C@H:34]4[CH2:39][CH2:38][C@H:37]([CH3:40])[CH2:36][CH2:35]4)[C:24]([N:26]4[CH2:30][CH2:29][CH2:28][C@H:27]4[CH2:31][F:32])=[N:25][C:21]=3[CH:20]=[C:19]([C:41]#[N:42])[N:18]=2)[CH:14]=[N:15][CH:16]=1. (5) Given the product [C:19]([O:18][C:16]([N:14]1[CH2:15][CH:12]([CH2:11][N:6]2[CH:5]=[C:4]3[C:8]([CH:9]=[CH:10][C:2]([C:24]([O:27][CH3:29])=[O:26])=[C:3]3[CH3:23])=[N:7]2)[CH2:13]1)=[O:17])([CH3:22])([CH3:21])[CH3:20], predict the reactants needed to synthesize it. The reactants are: Br[C:2]1[CH:10]=[CH:9][C:8]2[C:4](=[CH:5][N:6]([CH2:11][CH:12]3[CH2:15][N:14]([C:16]([O:18][C:19]([CH3:22])([CH3:21])[CH3:20])=[O:17])[CH2:13]3)[N:7]=2)[C:3]=1[CH3:23].[C:24]([O-:27])(=[O:26])C.[K+].[CH3:29]O. (6) Given the product [O:20]1[C:25]2[CH:26]=[CH:27][CH:28]=[C:29]([CH2:30][N:4]3[CH2:3][CH2:2][N:1]([C:7]4[CH:8]=[CH:9][C:10]5[N:11]([C:13]([C:16]([F:17])([F:18])[F:19])=[N:14][N:15]=5)[N:12]=4)[CH2:6][CH2:5]3)[C:24]=2[O:23][CH2:22][CH2:21]1, predict the reactants needed to synthesize it. The reactants are: [N:1]1([C:7]2[CH:8]=[CH:9][C:10]3[N:11]([C:13]([C:16]([F:19])([F:18])[F:17])=[N:14][N:15]=3)[N:12]=2)[CH2:6][CH2:5][NH:4][CH2:3][CH2:2]1.[O:20]1[C:25]2[CH:26]=[CH:27][CH:28]=[C:29]([CH:30]=O)[C:24]=2[O:23][CH2:22][CH2:21]1. (7) Given the product [Cl:1][C:2]1[CH:7]=[CH:6][C:5]([C:8]2[S:9][C:10]([CH2:14][O:15][CH2:16][CH:17]3[CH2:22][CH2:21][CH2:20][N:19]([C:24]4[CH:31]=[CH:30][CH:29]=[CH:28][C:25]=4[CH:26]=[O:27])[CH2:18]3)=[C:11]([CH3:13])[N:12]=2)=[CH:4][CH:3]=1, predict the reactants needed to synthesize it. The reactants are: [Cl:1][C:2]1[CH:7]=[CH:6][C:5]([C:8]2[S:9][C:10]([CH2:14][O:15][CH2:16][CH:17]3[CH2:22][CH2:21][CH2:20][NH:19][CH2:18]3)=[C:11]([CH3:13])[N:12]=2)=[CH:4][CH:3]=1.F[C:24]1[CH:31]=[CH:30][CH:29]=[CH:28][C:25]=1[CH:26]=[O:27].